The task is: Predict the reactants needed to synthesize the given product.. This data is from Full USPTO retrosynthesis dataset with 1.9M reactions from patents (1976-2016). (1) Given the product [Br:1][C:2]1[CH:10]=[CH:9][CH:8]=[C:7]([Cl:11])[C:3]=1[C:4]([NH:27][C:22]1[CH:23]=[CH:24][CH:25]=[CH:26][C:21]=1[CH:19]([CH3:20])[CH3:18])=[O:5], predict the reactants needed to synthesize it. The reactants are: [Br:1][C:2]1[CH:10]=[CH:9][CH:8]=[C:7]([Cl:11])[C:3]=1[C:4](Cl)=[O:5].C([O-])([O-])=O.[Na+].[Na+].[CH3:18][CH:19]([C:21]1[CH:26]=[CH:25][CH:24]=[CH:23][C:22]=1[NH2:27])[CH3:20]. (2) Given the product [CH3:12][CH:13]([CH3:24])[CH2:14][CH:15]([C:18]1[CH:23]=[CH:22][CH:21]=[CH:20][CH:19]=1)[CH2:16][NH:17][C:8]([C:6]1[CH:5]=[CH:4][CH:3]=[C:2]([NH2:1])[N:7]=1)=[O:10], predict the reactants needed to synthesize it. The reactants are: [NH2:1][C:2]1[N:7]=[C:6]([C:8]([OH:10])=O)[CH:5]=[CH:4][CH:3]=1.Cl.[CH3:12][CH:13]([CH3:24])[CH2:14][CH:15]([C:18]1[CH:23]=[CH:22][CH:21]=[CH:20][CH:19]=1)[CH2:16][NH2:17].C1CN([P+](ON2N=NC3C=CC=CC2=3)(N2CCCC2)N2CCCC2)CC1.F[P-](F)(F)(F)(F)F. (3) Given the product [C:42]([N:20]=[C:18]([NH2:19])[CH:11]([CH2:12][CH2:13][C:14]([F:17])([CH3:16])[CH3:15])[CH2:10][CH:9]([OH:21])[CH:8]([NH:22][C:23]([C:25]1[CH:34]=[N:33][C:32]2[C:27](=[CH:28][CH:29]=[CH:30][CH:31]=2)[N:26]=1)=[O:24])[CH2:1][C:2]1[CH:7]=[CH:6][CH:5]=[CH:4][CH:3]=1)(=[O:44])[CH3:43], predict the reactants needed to synthesize it. The reactants are: [CH2:1]([CH:8]([NH:22][C:23]([C:25]1[CH:34]=[N:33][C:32]2[C:27](=[CH:28][CH:29]=[CH:30][CH:31]=2)[N:26]=1)=[O:24])[CH:9]([OH:21])[CH2:10][CH:11]([C:18](=[NH:20])[NH2:19])[CH2:12][CH2:13][C:14]([F:17])([CH3:16])[CH3:15])[C:2]1[CH:7]=[CH:6][CH:5]=[CH:4][CH:3]=1.C(N(CC)CC)C.[C:42](Cl)(=[O:44])[CH3:43]. (4) Given the product [ClH:1].[CH3:10][N:7]1[CH2:6][CH2:5][NH:4][C:3]([CH3:18])([CH3:2])[C:8]1=[O:9], predict the reactants needed to synthesize it. The reactants are: [ClH:1].[CH3:2][C:3]1([CH3:18])[C:8](=[O:9])[N:7]([CH3:10])[CH2:6][CH2:5][N:4]1C(OC(C)(C)C)=O.CC(OC)(C)C.